This data is from Reaction yield outcomes from USPTO patents with 853,638 reactions. The task is: Predict the reaction yield, written as a fraction of the theoretical maximum amount of product (1.0 means a 100% yield; for example, 0.34 means a 34% yield). (1) The reactants are OS(O)(=O)=O.[OH:6]O.[CH2:8]([O:15][C:16]1[CH:17]=[C:18]2[C:23](=[CH:24][CH:25]=1)[C:22]([O:26][C:27]1[CH:34]=[CH:33][C:30](C=O)=[CH:29][CH:28]=1)=[C:21]([C:35]1[CH:40]=[CH:39][C:38]([F:41])=[CH:37][CH:36]=1)[CH:20]=[CH:19]2)[C:9]1[CH:14]=[CH:13][CH:12]=[CH:11][CH:10]=1.O. The catalyst is C(Cl)Cl. The product is [CH2:8]([O:15][C:16]1[CH:17]=[C:18]2[C:23](=[CH:24][CH:25]=1)[C:22]([O:26][C:27]1[CH:28]=[CH:29][C:30]([OH:6])=[CH:33][CH:34]=1)=[C:21]([C:35]1[CH:40]=[CH:39][C:38]([F:41])=[CH:37][CH:36]=1)[CH:20]=[CH:19]2)[C:9]1[CH:10]=[CH:11][CH:12]=[CH:13][CH:14]=1. The yield is 0.730. (2) The reactants are [CH2:1]1[C:10]2[C:5](=[CH:6][CH:7]=[CH:8][CH:9]=2)[CH2:4][CH2:3][CH2:2]1.[I-:11]. The catalyst is [N+]([O-])([O-])=O.[Ag+].ClCCl. The product is [I:11][C:7]1[CH:6]=[C:5]2[C:10](=[CH:9][CH:8]=1)[CH2:1][CH2:2][CH2:3][CH2:4]2. The yield is 0.420. (3) The reactants are [CH3:1][O:2][C:3](=[O:31])[C:4]([C:16]1[CH:21]=[CH:20][C:19]([O:22][C:23]2[CH:28]=[CH:27][C:26]([CH:29]=O)=[CH:25][CH:24]=2)=[CH:18][CH:17]=1)=[CH:5][C:6]1[CH:11]=[C:10]([O:12][CH3:13])[CH:9]=[C:8]([O:14][CH3:15])[CH:7]=1.[S:32]1[CH2:36][C:35](=[O:37])[NH:34][C:33]1=[O:38].C(O)(=O)C1C=CC=CC=1.N1CCCCC1. The catalyst is C1(C)C=CC=CC=1.CO.C(OCC)C. The product is [CH3:1][O:2][C:3](=[O:31])[C:4]([C:16]1[CH:21]=[CH:20][C:19]([O:22][C:23]2[CH:28]=[CH:27][C:26]([CH:29]=[C:36]3[S:32][C:33](=[O:38])[NH:34][C:35]3=[O:37])=[CH:25][CH:24]=2)=[CH:18][CH:17]=1)=[CH:5][C:6]1[CH:7]=[C:8]([O:14][CH3:15])[CH:9]=[C:10]([O:12][CH3:13])[CH:11]=1. The yield is 0.860. (4) The reactants are [OH:1][C@H:2]1[CH2:7][CH2:6][C@H:5]([N:8]2[CH2:12][CH2:11][CH2:10][C:9]2=[O:13])[CH2:4][CH2:3]1.C1(P(C2C=CC=CC=2)C2C=CC=CC=2)C=CC=CC=1.[N+:33]([C:36]1[CH:44]=[CH:43][C:39]([C:40](O)=[O:41])=[CH:38][CH:37]=1)([O-:35])=[O:34].N(C(OC(C)C)=O)=NC(OC(C)C)=O. The catalyst is O1CCCC1. The product is [O:13]=[C:9]1[CH2:10][CH2:11][CH2:12][N:8]1[C@@H:5]1[CH2:4][CH2:3][C@H:2]([O:1][C:40](=[O:41])[C:39]2[CH:38]=[CH:37][C:36]([N+:33]([O-:35])=[O:34])=[CH:44][CH:43]=2)[CH2:7][CH2:6]1. The yield is 0.620. (5) The reactants are C(N(CC)CC)C.[CH:8]([C:10]1[C:18]2[C:13](=[CH:14][CH:15]=[CH:16][CH:17]=2)[N:12](C(OC(C)(C)C)=O)[CH:11]=1)=[O:9].[CH3:26][O:27][C:28]1[CH:29]=[C:30]([CH:40]=[CH:41][CH:42]=1)[N:31]=[CH:32][C:33]1[CH:34]=[N:35][CH:36]=[C:37]([CH3:39])[CH:38]=1. The catalyst is [Cl-].C([N+]1C(C)=C(CCO)SC=1)C1C=CC=CC=1.C(O)C. The product is [NH:12]1[C:13]2[C:18](=[CH:17][CH:16]=[CH:15][CH:14]=2)[C:10]([C:8](=[O:9])[CH:32]([NH:31][C:30]2[CH:40]=[CH:41][CH:42]=[C:28]([O:27][CH3:26])[CH:29]=2)[C:33]2[CH:34]=[N:35][CH:36]=[C:37]([CH3:39])[CH:38]=2)=[CH:11]1. The yield is 0.0900. (6) The reactants are [C:1]([C:4]1[CH:5]=[C:6]([NH:10][S:11]([CH2:14][CH2:15][CH3:16])(=[O:13])=[O:12])[CH:7]=[CH:8][CH:9]=1)(=[O:3])[CH3:2].CO[CH:19](OC)[N:20]([CH3:22])[CH3:21].[C:25](OCC)(=O)C.C(OCC)C. The catalyst is CN(C)C=O. The product is [CH3:19][N:20]([CH3:22])[CH:21]=[CH:2][C:1]([C:4]1[CH:5]=[C:6]([N:10]([CH3:25])[S:11]([CH2:14][CH2:15][CH3:16])(=[O:12])=[O:13])[CH:7]=[CH:8][CH:9]=1)=[O:3]. The yield is 0.960.